Dataset: Reaction yield outcomes from USPTO patents with 853,638 reactions. Task: Predict the reaction yield, written as a fraction of the theoretical maximum amount of product (1.0 means a 100% yield; for example, 0.34 means a 34% yield). (1) The reactants are BrC1C=C[C:5](NCC(OC)=O)=[N:6]C=1.[CH2:14]([O:21][C:22]1[CH:23]=[CH:24][CH:25]=[C:26]2[C:30]=1[N:29]([CH3:31])[CH:28]=[C:27]2[CH:32]=O)[C:15]1[CH:20]=[CH:19][CH:18]=[CH:17][CH:16]=1.CN1C2C(=CC=CC=2)C(C)=C1C=O. No catalyst specified. The product is [CH2:14]([O:21][C:22]1[CH:23]=[CH:24][CH:25]=[C:26]2[C:30]=1[N:29]([CH3:31])[CH:28]=[C:27]2[CH2:32][NH:6][CH3:5])[C:15]1[CH:20]=[CH:19][CH:18]=[CH:17][CH:16]=1. The yield is 0.880. (2) The reactants are [CH:1]12[CH2:7][CH:4]([CH2:5][CH2:6]1)[CH2:3][CH:2]2[C:8]1([CH3:15])[C:12](=[O:13])[NH:11][N:10]=[C:9]1[CH3:14].Br[CH2:17][C:18]([C:20]1[CH:25]=[CH:24][CH:23]=[CH:22][CH:21]=1)=[O:19]. No catalyst specified. The product is [C@H:1]12[CH2:7][C@H:4]([CH2:5][CH2:6]1)[CH2:3][C@H:2]2[C:8]1([CH3:15])[C:12](=[O:13])[N:11]([CH2:17][C:18](=[O:19])[C:20]2[CH:25]=[CH:24][CH:23]=[CH:22][CH:21]=2)[N:10]=[C:9]1[CH3:14]. The yield is 0.390. (3) The reactants are [Br:1][C:2]1[CH:15]=[CH:14][C:5]([C:6]([C@H:8]2[CH2:10][C@H:9]2[C:11]([OH:13])=[O:12])=[O:7])=[CH:4][CH:3]=1.[CH3:16]OC(OC)(C)C.Cl. The catalyst is CO. The product is [Br:1][C:2]1[CH:3]=[CH:4][C:5]([C:6]([C@H:8]2[CH2:10][C@H:9]2[C:11]([O:13][CH3:16])=[O:12])=[O:7])=[CH:14][CH:15]=1. The yield is 0.990. (4) The reactants are CCN(C(C)C)C(C)C.[CH3:10][C:11]1[O:15][C:14]([C:16]2[CH:24]=[CH:23][C:19]([C:20]([OH:22])=O)=[CH:18][CH:17]=2)=[N:13][N:12]=1.CCN=C=NCCCN(C)C.C1C=CC2N(O)N=NC=2C=1.[NH2:46][CH2:47][C:48]([N:50]1[CH2:55][CH2:54][N:53]([C:56](=[O:67])[C:57]2[CH:62]=[CH:61][CH:60]=[CH:59][C:58]=2[C:63]([F:66])([F:65])[F:64])[CH2:52][CH2:51]1)=[O:49].Cl. The catalyst is CN(C=O)C.O. The product is [CH3:10][C:11]1[O:15][C:14]([C:16]2[CH:17]=[CH:18][C:19]([C:20]([NH:46][CH2:47][C:48](=[O:49])[N:50]3[CH2:51][CH2:52][N:53]([C:56](=[O:67])[C:57]4[CH:62]=[CH:61][CH:60]=[CH:59][C:58]=4[C:63]([F:64])([F:66])[F:65])[CH2:54][CH2:55]3)=[O:22])=[CH:23][CH:24]=2)=[N:13][N:12]=1. The yield is 0.199. (5) The reactants are [C:1]([O:5][C:6]([N:8]1[CH:14]([C:15]([OH:17])=O)[CH2:13][C:10]2([CH2:12][CH2:11]2)[CH2:9]1)=[O:7])([CH3:4])([CH3:3])[CH3:2].CN(C(ON1N=NC2C=CC=NC1=2)=[N+](C)C)C.F[P-](F)(F)(F)(F)F.Cl.Cl.[NH2:44][CH2:45][C:46]([C:48]1[CH:53]=[CH:52][C:51]([Br:54])=[CH:50][CH:49]=1)=[O:47].CCN(C(C)C)C(C)C. The catalyst is CN(C=O)C.C(OCC)(=O)C. The product is [C:1]([O:5][C:6]([N:8]1[CH:14]([C:15](=[O:17])[NH:44][CH2:45][C:46]([C:48]2[CH:53]=[CH:52][C:51]([Br:54])=[CH:50][CH:49]=2)=[O:47])[CH2:13][C:10]2([CH2:11][CH2:12]2)[CH2:9]1)=[O:7])([CH3:2])([CH3:3])[CH3:4]. The yield is 0.670. (6) The product is [CH3:1][N:2]([CH2:4][C:5]1[CH:22]=[CH:21][C:8]([CH:9]2[CH:30]([C:29]3[CH:32]=[CH:33][C:26]([CH:23]([CH3:25])[CH3:24])=[CH:27][CH:28]=3)[C:35](=[O:34])[C:36]3[C:16]([C:15]([O:14][CH2:13][CH3:12])=[O:20])=[CH:17][CH:18]=[CH:19][C:11]=3[NH:10]2)=[CH:7][CH:6]=1)[CH3:3]. The yield is 0.220. The catalyst is C(OCC)(=O)CC. The reactants are [CH3:1][N:2]([CH2:4][C:5]1[CH:22]=[CH:21][C:8](/[CH:9]=[N:10]/[C:11]2[CH:19]=[CH:18][CH:17]=[C:16]3[C:12]=2[CH2:13][O:14][C:15]3=[O:20])=[CH:7][CH:6]=1)[CH3:3].[CH:23]([C:26]1[CH:33]=[CH:32][C:29]([CH:30]=O)=[CH:28][CH:27]=1)([CH3:25])[CH3:24].[O-:34][CH2:35][CH3:36].[Na+].C(O)C. (7) The reactants are Cl.[NH2:2][C@H:3]1[CH2:8][CH2:7][C@H:6]([C:9](O)=[O:10])[CH2:5][CH2:4]1.COCCO[AlH2-]OCCOC.[Na+].[OH-].[Na+]. The catalyst is O. The product is [NH2:2][C@H:3]1[CH2:8][CH2:7][C@H:6]([CH2:9][OH:10])[CH2:5][CH2:4]1. The yield is 0.500. (8) The reactants are [Br:1][C:2]1[CH:3]=[C:4]2[C:9](=[CH:10][CH:11]=1)[N:8]=[C:7]([C:12]1[CH:13]=[N:14][CH:15]=[CH:16][CH:17]=1)[NH:6][C:5]2=O.F[P-](F)(F)(F)(F)F.[N:26]1(O[P+](N(C)C)(N(C)C)N(C)C)[C:30]2C=CC=CC=2N=N1.N12CCCN=C1CCCCC2.CN.C1COCC1. The catalyst is CN(C=O)C.O. The product is [Br:1][C:2]1[CH:3]=[C:4]2[C:9](=[CH:10][CH:11]=1)[N:8]=[C:7]([C:12]1[CH:13]=[N:14][CH:15]=[CH:16][CH:17]=1)[N:6]=[C:5]2[NH:26][CH3:30]. The yield is 0.990. (9) The reactants are [OH:1][CH2:2][CH2:3][O:4][C:5]1[CH:13]=[C:12]2[C:8]([C:9]3[C:17]([C:18]4[CH:23]=[CH:22][CH:21]=[C:20]([N:24]5[C:33](=[O:34])[C:32]6[C:27](=[CH:28][CH:29]=[CH:30][CH:31]=6)[N:26]=[CH:25]5)[C:19]=4[CH3:35])=[CH:16][N:15]=[C:14]([C:36]([NH2:38])=[O:37])[C:10]=3[NH:11]2)=[CH:7][CH:6]=1.CC(OI1(OC(C)=O)(OC(C)=O)OC(=O)C2C=CC=CC1=2)=O.C([O-])(O)=O.[Na+].O. The catalyst is ClCCl.O1CCCC1. The product is [CH3:35][C:19]1[C:20]([N:24]2[C:33](=[O:34])[C:32]3[C:27](=[CH:28][CH:29]=[CH:30][CH:31]=3)[N:26]=[CH:25]2)=[CH:21][CH:22]=[CH:23][C:18]=1[C:17]1[C:9]2[C:8]3[C:12](=[CH:13][C:5]([O:4][CH2:3][CH:2]=[O:1])=[CH:6][CH:7]=3)[NH:11][C:10]=2[C:14]([C:36]([NH2:38])=[O:37])=[N:15][CH:16]=1. The yield is 1.18.